From a dataset of Full USPTO retrosynthesis dataset with 1.9M reactions from patents (1976-2016). Predict the reactants needed to synthesize the given product. (1) Given the product [CH3:1][O:2][C:3]1[CH:4]=[C:5]2[C:10](=[CH:11][C:12]=1[O:13][CH3:14])[N:9]=[CH:8][CH:7]=[C:6]2[O:15][C:16]1[CH:22]=[CH:21][C:19]([NH:20][C:36]([NH:35][C:33](=[O:34])[C:30]2[CH:31]=[CH:32][C:27]([CH3:26])=[CH:28][CH:29]=2)=[S:37])=[CH:18][CH:17]=1, predict the reactants needed to synthesize it. The reactants are: [CH3:1][O:2][C:3]1[CH:4]=[C:5]2[C:10](=[CH:11][C:12]=1[O:13][CH3:14])[N:9]=[CH:8][CH:7]=[C:6]2[O:15][C:16]1[CH:22]=[CH:21][C:19]([NH2:20])=[CH:18][CH:17]=1.C(O)C.[CH3:26][C:27]1[CH:32]=[CH:31][C:30]([C:33]([N:35]=[C:36]=[S:37])=[O:34])=[CH:29][CH:28]=1. (2) Given the product [Br:1][C:20]1[N:21]([CH:24]2[CH2:29][CH2:28][CH2:27][CH2:26][O:25]2)[C:22]2[C:18]([N:19]=1)=[C:17]([NH2:30])[N:16]=[C:15]([NH:14][C@H:10]([CH3:9])[CH2:11][CH2:12][CH3:13])[N:23]=2, predict the reactants needed to synthesize it. The reactants are: [Br:1]N1C(=O)CCC1=O.[CH3:9][C@@H:10]([NH:14][C:15]1[N:23]=[C:22]2[C:18]([N:19]=[CH:20][N:21]2[CH:24]2[CH2:29][CH2:28][CH2:27][CH2:26][O:25]2)=[C:17]([NH2:30])[N:16]=1)[CH2:11][CH2:12][CH3:13].O. (3) The reactants are: [Br:1][C:2]1[CH:3]=[C:4]([N+:12]([O-])=O)[C:5]([NH:10][CH3:11])=[N:6][C:7]=1[O:8][CH3:9].[H][H].[Cl:17][C:18]1[CH:23]=[CH:22][CH:21]=[C:20]([Cl:24])[C:19]=1[N:25]=[C:26]=[S:27]. Given the product [Br:1][C:2]1[CH:3]=[C:4]([NH:12][C:26]([NH:25][C:19]2[C:20]([Cl:24])=[CH:21][CH:22]=[CH:23][C:18]=2[Cl:17])=[S:27])[C:5]([NH:10][CH3:11])=[N:6][C:7]=1[O:8][CH3:9], predict the reactants needed to synthesize it.